This data is from Reaction yield outcomes from USPTO patents with 853,638 reactions. The task is: Predict the reaction yield, written as a fraction of the theoretical maximum amount of product (1.0 means a 100% yield; for example, 0.34 means a 34% yield). (1) The reactants are [C:1]([C:3]1[CH:8]=[CH:7][CH:6]=[CH:5][C:4]=1[C:9]1[CH:14]=[CH:13][C:12]([CH2:15][C:16]2[C:17](=[O:42])[N:18]([C@H:28]3[CH2:33][CH2:32][C@H:31]([C:34]4[O:38][CH:37]=[N:36][C:35]=4C(O)=O)[CH2:30][CH2:29]3)[C:19]3[N:20]([N:25]=[CH:26][N:27]=3)[C:21]=2[CH2:22][CH2:23][CH3:24])=[CH:11][CH:10]=1)#[N:2].N1C2C(=CC=CC=2)C=CC=1.Cl. The catalyst is [Cu]=O.C(OCC)(=O)C. The product is [O:38]1[C:34]([C@H:31]2[CH2:32][CH2:33][C@H:28]([N:18]3[C:17](=[O:42])[C:16]([CH2:15][C:12]4[CH:13]=[CH:14][C:9]([C:4]5[C:3]([C:1]#[N:2])=[CH:8][CH:7]=[CH:6][CH:5]=5)=[CH:10][CH:11]=4)=[C:21]([CH2:22][CH2:23][CH3:24])[N:20]4[N:25]=[CH:26][N:27]=[C:19]34)[CH2:29][CH2:30]2)=[CH:35][N:36]=[CH:37]1. The yield is 0.750. (2) The reactants are O[C:2]1[C:11]2[C:6](=[C:7]([CH3:14])[C:8]([O:12][CH3:13])=[CH:9][CH:10]=2)[N:5]=[CH:4][CH:3]=1.O=P(Cl)(Cl)[Cl:17]. No catalyst specified. The product is [Cl:17][C:2]1[C:11]2[C:6](=[C:7]([CH3:14])[C:8]([O:12][CH3:13])=[CH:9][CH:10]=2)[N:5]=[CH:4][CH:3]=1. The yield is 0.925. (3) The reactants are [CH2:1]([O:3][C:4](=[O:23])[CH:5]([OH:22])[CH2:6][N:7]([CH2:15][C:16]1[CH:21]=[CH:20][CH:19]=[CH:18][CH:17]=1)[CH2:8][C:9]1[CH:14]=[CH:13][CH:12]=[CH:11][CH:10]=1)[CH3:2].[C:24]([Si:28](Cl)([C:35]1[CH:40]=[CH:39][CH:38]=[CH:37][CH:36]=1)[C:29]1[CH:34]=[CH:33][CH:32]=[CH:31][CH:30]=1)([CH3:27])([CH3:26])[CH3:25].N1C=CN=C1. The catalyst is CN(C=O)C.CN(C1C=CN=CC=1)C. The product is [CH2:1]([O:3][C:4](=[O:23])[CH:5]([O:22][Si:28]([C:24]([CH3:27])([CH3:26])[CH3:25])([C:35]1[CH:36]=[CH:37][CH:38]=[CH:39][CH:40]=1)[C:29]1[CH:34]=[CH:33][CH:32]=[CH:31][CH:30]=1)[CH2:6][N:7]([CH2:15][C:16]1[CH:17]=[CH:18][CH:19]=[CH:20][CH:21]=1)[CH2:8][C:9]1[CH:10]=[CH:11][CH:12]=[CH:13][CH:14]=1)[CH3:2]. The yield is 0.790. (4) The product is [Br:19][C:20]1[NH:21][CH:22]=[C:23]([N+:25]([O-:27])=[O:26])[N:24]=1. The catalyst is O1CCOCC1. The yield is 0.710. The reactants are [BH4-].C([N+](CCCC)(CCCC)CCCC)CCC.[Br:19][C:20]1[NH:21][C:22](Br)=[C:23]([N+:25]([O-:27])=[O:26])[N:24]=1.